This data is from Experimentally validated miRNA-target interactions with 360,000+ pairs, plus equal number of negative samples. The task is: Binary Classification. Given a miRNA mature sequence and a target amino acid sequence, predict their likelihood of interaction. (1) The miRNA is rno-miR-181d-3p with sequence CCACCGGGGGAUGAAUGUCA. The protein sequence of the target gene is MGRKMRGAAAAAGLWLLALSSLLTLWGGLLPPRTELPASRPPEDRLPPHPIQSGGPAPEPRFPLPPPLVWDARGGSLKTFRALLTLAAGADNPPRRHQDDRGRHEPSGLSWPEERRAVHGGVFWSRGLEEQVPRGFSEAQAAAWLEVARGARVVALDRGGCGRSSNRLARFADGTRACVRYGINPEQIQGEALSYYLARLLGLQRHVPPLALARVEARGAQWVQVQEELRTAHWTEGSVVSLTRWLPNLTDVVVPEPWRSEDGRLRPLRDAGGELTNLSQAELVDLVQWTDLILFDYLTA.... Result: 0 (no interaction). (2) The protein sequence of the target gene is MSSSPVNVKKLKVSELKEELKKRRLSDKGLKAELMERLQAALDDEEAGGRPAMEPGNGSLDLGGDSAGRSGAGLEQEAAAGGDEEEEEEEEEEEGISALDGDQMELGEENGAAGAADSGPMEEEEAASEDENGDDQGFQEGEDELGDEEEGAGDENGHGEQQPQPPATQQQQPQQQRGAAKEAAGKSSGPTSLFAVTVAPPGARQGQQQAGGKKKAEGGGGGGRPGAPAAGDGKTEQKGGDKKRGVKRPREDHGRGYFEYIEENKYSRAKSPQPPVEEEDEHFDDTVVCLDTYNCDLHFK.... Result: 1 (interaction). The miRNA is hsa-miR-4663 with sequence AGCUGAGCUCCAUGGACGUGCAGU. (3) The miRNA is hsa-miR-26a-1-3p with sequence CCUAUUCUUGGUUACUUGCACG. The protein sequence of the target gene is MQSTDLGNKESGKIWHRKPSPATRDGIIVNIIHNTSDYHPKVLRFLNVAFDGTGDCLIAGDHQGNIYVFDLHGNRFNLVQRTAQACTALAFNLRRKSEFLVALADYSIKCFDTVTKELVSWMRGHESSVFSISVHASGKYAITTSSDTAQLWDLDTFQRKRKLNIRQSVGIQKVFFLPLSNTILSCFKDNSIFAWECDTLFCKYQLPAPPESSSILYKVFAVTRDGRILAAGGKSNHLHLWCLEARQLFRIIQMPTKVRAIRHLEFLPDSFDAGSNQVLGVLSQDGIMRFINMQTCKLLF.... Result: 0 (no interaction). (4) The miRNA is mmu-miR-541-5p with sequence AAGGGAUUCUGAUGUUGGUCACACU. The protein sequence of the target gene is MADLEVYKNLSPEKVERCMSVMQSGTQMIKLKRGTKGLVRLFYLDEHRTRLRWRPSRKSEKAKILIDSIYKVTEGRQSEIFHRQAEGNFDPSCCFTIYHGNHMESLDLITSNPEEARTWITGLKYLMAGISDEDSLAKRQRTHDQWVKQTFEEADKNGDGLLNIEEIHQLMHKLNVNLPRRKVRQMFQEADTDENQGTLTFEEFCVFYKMMSLRRDLYLLLLSYSDKKDHLTVEELAQFLKVEQKMSNVTLDYCLDIIMKFEVSEENKVKNVLGIEGFTNFMRSPACDVFNPLHHEVYQD.... Result: 1 (interaction). (5) The miRNA is hsa-miR-8485 with sequence CACACACACACACACACGUAU. The protein sequence of the target gene is MASDGARKQFWKRSNSKLPGSIQHVYGAQHPPFDPLLHGTLLRSTAKMPTTPVKAKRVSTFQEFESNTSDAWDAGEDDDELLAMAAESLNSEVVMETANRVLRNHSQRQGRPTLQEGPGLQQKPRPEAEPPSPPSGDLRLVKSVSESHTSCPAESASDAAPLQRSQSLPHSATVTLGGTSDPSTLSSSALSEREASRLDKFKQLLAGPNTDLEELRRLSWSGIPKPVRPMTWKLLSGYLPANVDRRPATLQRKQKEYFAFIEHYYDSRNDEVHQDTYRQIHIDIPRMSPEALILQPKVTE.... Result: 1 (interaction). (6) The miRNA is hsa-miR-3650 with sequence AGGUGUGUCUGUAGAGUCC. The protein sequence of the target gene is MTEEVIVIAKWDYTAQQDQELDIRKNERLWLLDDSKTWWRVRNAANRTGYVPSNYVERKNSLKKGSLVKNLKDTLGLGKTRRKPSARDASPTPSTDAEYPANGSGADRIYDLNIPAFVKFAYVAEREDELSLVKGSRVTVMEKCSDGWWRGSFNGQIGWFPSNYVLEEADEAAAEAPSFLSLRRGTALSNGQGARVLHVVQTLYPFSSVTEEELSFEKGETMEVIEKPENDPEWWKCKNARGQVGLVPKNYVVVLSDGPALHPAHTPQISYTGPSASGRFAGREWYYGNVTRHQAECALN.... Result: 0 (no interaction).